From a dataset of Retrosynthesis with 50K atom-mapped reactions and 10 reaction types from USPTO. Predict the reactants needed to synthesize the given product. (1) Given the product NC(C(=O)N1CCOCC1)C1CCOCC1, predict the reactants needed to synthesize it. The reactants are: CC(C)(C)OC(=O)NC(C(=O)N1CCOCC1)C1CCOCC1. (2) Given the product COc1ccccc1CC(=O)NCc1cccs1, predict the reactants needed to synthesize it. The reactants are: COc1ccccc1CC(=O)O.NCc1cccs1.